Dataset: Reaction yield outcomes from USPTO patents with 853,638 reactions. Task: Predict the reaction yield, written as a fraction of the theoretical maximum amount of product (1.0 means a 100% yield; for example, 0.34 means a 34% yield). (1) The reactants are [NH2:1][C:2]1[CH:10]=[C:6]([C:7]([OH:9])=[O:8])[C:5]([OH:11])=[CH:4][CH:3]=1.[CH3:12]O. No catalyst specified. The product is [NH2:1][C:2]1[CH:3]=[CH:4][C:5]([OH:11])=[C:6]([CH:10]=1)[C:7]([O:9][CH3:12])=[O:8]. The yield is 0.760. (2) The reactants are [Br:1][C:2]1[CH:3]=[C:4]([NH2:10])[C:5]([NH2:9])=[C:6]([F:8])[CH:7]=1.[CH:11](O)=O. No catalyst specified. The product is [Br:1][C:2]1[CH:7]=[C:6]([F:8])[C:5]2[NH:9][CH:11]=[N:10][C:4]=2[CH:3]=1. The yield is 0.920. (3) The reactants are C[Si](C=[N+]=[N-])(C)C.[CH:8]1[CH:12]=[C:11]([CH2:13][C:14]([Cl:16])=O)[S:10][CH:9]=1.[O:17]1CCOCC1. No catalyst specified. The product is [Cl:16][CH2:14][C:13]([C:11]1[S:10][CH:9]=[CH:8][CH:12]=1)=[O:17]. The yield is 0.420. (4) The reactants are [S:1](Cl)(Cl)=[O:2].[NH2:5][C:6]1[C:7]([CH3:16])=[C:8]([CH:13]=[CH:14][CH:15]=1)[C:9]([O:11][CH3:12])=[O:10].O. The catalyst is C1C=CC=CC=1. The product is [CH3:16][C:7]1[C:6]([N:5]=[S:1]=[O:2])=[CH:15][CH:14]=[CH:13][C:8]=1[C:9]([O:11][CH3:12])=[O:10]. The yield is 0.900. (5) The reactants are [C:1]([O:5][C:6]([N:8]1[CH2:13][CH2:12][N:11]([C:14]2[N:19]=[CH:18][C:17]([C:20]3[CH:25]=[CH:24][C:23]([F:26])=[CH:22][CH:21]=3)=[CH:16]N=2)[CH2:10][CH2:9]1)=[O:7])([CH3:4])([CH3:3])[CH3:2].[C:27](OC(N1CCN(C2C=CC(Br)=CN=2)CC1)=O)(C)(C)C.FC1C=CC(B(O)O)=CC=1. No catalyst specified. The product is [C:1]([O:5][C:6]([N:8]1[CH2:13][CH2:12][N:11]([C:14]2[CH:27]=[CH:16][C:17]([C:20]3[CH:21]=[CH:22][C:23]([F:26])=[CH:24][CH:25]=3)=[CH:18][N:19]=2)[CH2:10][CH2:9]1)=[O:7])([CH3:2])([CH3:3])[CH3:4]. The yield is 0.990.